Dataset: Reaction yield outcomes from USPTO patents with 853,638 reactions. Task: Predict the reaction yield, written as a fraction of the theoretical maximum amount of product (1.0 means a 100% yield; for example, 0.34 means a 34% yield). (1) The reactants are [C:1]([C:5]1[CH:9]=[C:8]([NH:10][C:11]([NH:13][C@@H:14]2[C:23]3[C:18](=[CH:19][CH:20]=[CH:21][CH:22]=3)[C@H:17]([O:24][C:25]3[CH:26]=[CH:27][C:28]4[N:29]([C:31]([N:34]5[C@H:39]([CH3:40])[CH2:38][CH2:37][CH2:36][C@@H:35]5[CH3:41])=[N:32][N:33]=4)[CH:30]=3)[CH2:16][CH2:15]2)=[O:12])[N:7]([C:42]2[CH:43]=[N:44][N:45]([CH2:47][CH2:48][O:49]C3CCCCO3)[CH:46]=2)[N:6]=1)([CH3:4])([CH3:3])[CH3:2].C1(C)C=CC(S([O-])(=O)=O)=CC=1.[NH+]1C=CC=CC=1.O.C([O-])(O)=O.[Na+]. The catalyst is CO. The product is [C:1]([C:5]1[CH:9]=[C:8]([NH:10][C:11]([NH:13][C@@H:14]2[C:23]3[C:18](=[CH:19][CH:20]=[CH:21][CH:22]=3)[C@H:17]([O:24][C:25]3[CH:26]=[CH:27][C:28]4[N:29]([C:31]([N:34]5[C@H:35]([CH3:41])[CH2:36][CH2:37][CH2:38][C@@H:39]5[CH3:40])=[N:32][N:33]=4)[CH:30]=3)[CH2:16][CH2:15]2)=[O:12])[N:7]([C:42]2[CH:43]=[N:44][N:45]([CH2:47][CH2:48][OH:49])[CH:46]=2)[N:6]=1)([CH3:3])([CH3:4])[CH3:2]. The yield is 0.820. (2) The reactants are [NH2:1][C:2]1[CH:3]=[C:4]([CH:10]=[CH:11][C:12]=1[CH3:13])[C:5]([NH:7][O:8][CH3:9])=[O:6].N([O-])=O.[Na+].[Sn](Cl)Cl.[C:21]([C:29](=[CH:32][NH:33]C1C=CC=CC=1)[C:30]#[N:31])(=[O:28])[C:22]1[CH:27]=[CH:26][CH:25]=[CH:24][CH:23]=1. The catalyst is O.Cl.CCOC(C)=O. The product is [NH2:33][C:32]1[N:1]([C:2]2[CH:3]=[C:4]([CH:10]=[CH:11][C:12]=2[CH3:13])[C:5]([NH:7][O:8][CH3:9])=[O:6])[N:31]=[CH:30][C:29]=1[C:21](=[O:28])[C:22]1[CH:27]=[CH:26][CH:25]=[CH:24][CH:23]=1. The yield is 0.280.